Dataset: Reaction yield outcomes from USPTO patents with 853,638 reactions. Task: Predict the reaction yield, written as a fraction of the theoretical maximum amount of product (1.0 means a 100% yield; for example, 0.34 means a 34% yield). (1) The reactants are [CH3:1][C:2]1([CH3:21])[CH2:7][C:6](=[N:8][NH:9]S(C2C=CC(C)=CC=2)(=O)=O)[CH2:5][C:4](=[O:20])[CH2:3]1.[F:22][C:23]([F:34])([F:33])[C:24](O[C:24](=O)[C:23]([F:34])([F:33])[F:22])=O.CO.O. The catalyst is O1CCCC1.C(N(CC)CC)C.[Cl-].[NH4+]. The product is [CH3:21][C:2]1([CH3:1])[CH2:7][C:6]2[NH:8][N:9]=[C:24]([C:23]([F:34])([F:33])[F:22])[C:5]=2[C:4](=[O:20])[CH2:3]1. The yield is 0.410. (2) The reactants are CCN(C(C)C)C(C)C.[C:10]1([C:19]2[CH:24]=[CH:23][CH:22]=[CH:21][CH:20]=2)[CH:15]=[CH:14][C:13]([C:16]([OH:18])=O)=[CH:12][CH:11]=1.C1C=CC2N(O)N=NC=2C=1.CCN=C=NCCCN(C)C.Cl.Cl.[CH2:48]([O:50][C:51](=[O:54])[CH2:52][NH2:53])[CH3:49]. The catalyst is CN(C=O)C.O. The product is [CH2:48]([O:50][C:51](=[O:54])[CH2:52][NH:53][C:16]([C:13]1[CH:12]=[CH:11][C:10]([C:19]2[CH:24]=[CH:23][CH:22]=[CH:21][CH:20]=2)=[CH:15][CH:14]=1)=[O:18])[CH3:49]. The yield is 0.874.